This data is from Full USPTO retrosynthesis dataset with 1.9M reactions from patents (1976-2016). The task is: Predict the reactants needed to synthesize the given product. Given the product [C:21]([O:20][C:18](=[O:19])[CH2:17][O:16][C:6]1[C:7]2[C:8]([Cl:15])=[N:9][C:10]([CH3:14])=[CH:11][C:12]=2[S:13][C:5]=1[C:3](=[O:2])[NH:26][CH3:25])([CH3:24])([CH3:23])[CH3:22], predict the reactants needed to synthesize it. The reactants are: C[O:2][C:3]([C:5]1[S:13][C:12]2[CH:11]=[C:10]([CH3:14])[N:9]=[C:8]([Cl:15])[C:7]=2[C:6]=1[O:16][CH2:17][C:18]([O:20][C:21]([CH3:24])([CH3:23])[CH3:22])=[O:19])=O.[CH3:25][NH2:26].